From a dataset of Forward reaction prediction with 1.9M reactions from USPTO patents (1976-2016). Predict the product of the given reaction. (1) Given the reactants [CH2:1]1[C:10]2[C:5](=[CH:6][CH:7]=[CH:8][CH:9]=2)[CH2:4][CH2:3][NH:2]1.C[O:12][C:13]1C=CC=C[C:14]=1N1CCN(CCO)CC1, predict the reaction product. The product is: [CH2:1]1[C:10]2[C:5](=[CH:6][CH:7]=[CH:8][CH:9]=2)[CH2:4][CH2:3][N:2]1[CH2:14][CH2:13][OH:12]. (2) Given the reactants O1CCCCC1[O:7][CH:8]1[CH2:13][CH2:12][CH:11]([NH:14][C:15]([C:17]2[C:21]([N+:22]([O-])=O)=[CH:20][N:19](C3CCCCO3)[N:18]=2)=[O:16])[CH2:10][CH2:9]1, predict the reaction product. The product is: [OH:7][CH:8]1[CH2:13][CH2:12][CH:11]([NH:14][C:15]([C:17]2[C:21]([NH2:22])=[CH:20][NH:19][N:18]=2)=[O:16])[CH2:10][CH2:9]1. (3) Given the reactants [Br:1][C:2]1[CH:7]=[CH:6][C:5]([CH2:8][C:9]([OH:11])=[O:10])=[C:4]([OH:12])[CH:3]=1.S(Cl)(Cl)=O.[CH3:17]O, predict the reaction product. The product is: [Br:1][C:2]1[CH:7]=[CH:6][C:5]([CH2:8][C:9]([O:11][CH3:17])=[O:10])=[C:4]([OH:12])[CH:3]=1. (4) Given the reactants C([O:3][C:4]([C:6]1([C:11]2[N:12]=[C:13]([NH:25][CH:26]([CH3:28])[CH3:27])[C:14]3[N:15]([C:17](=[O:24])[N:18]([C:20]([CH3:23])([CH3:22])[CH3:21])[N:19]=3)[CH:16]=2)[CH2:10][CH2:9][CH2:8][CH2:7]1)=[O:5])C.[OH-].[K+].Cl, predict the reaction product. The product is: [C:20]([N:18]1[C:17](=[O:24])[N:15]2[CH:16]=[C:11]([C:6]3([C:4]([OH:5])=[O:3])[CH2:7][CH2:8][CH2:9][CH2:10]3)[N:12]=[C:13]([NH:25][CH:26]([CH3:28])[CH3:27])[C:14]2=[N:19]1)([CH3:22])([CH3:23])[CH3:21].